From a dataset of Peptide-MHC class I binding affinity with 185,985 pairs from IEDB/IMGT. Regression. Given a peptide amino acid sequence and an MHC pseudo amino acid sequence, predict their binding affinity value. This is MHC class I binding data. The peptide sequence is AVNAATYNR. The MHC is HLA-A03:01 with pseudo-sequence HLA-A03:01. The binding affinity (normalized) is 0.609.